Predict the product of the given reaction. From a dataset of Forward reaction prediction with 1.9M reactions from USPTO patents (1976-2016). (1) Given the reactants [C:1]([C:3]1[CH:8]=[CH:7][C:6]([CH:9]2[CH2:14][CH2:13][N:12]([C:15]([C:17]3[C:18]([CH2:31][CH3:32])=[CH:19][C:20]([CH:27]4[CH2:30][CH2:29][CH2:28]4)=[C:21]([CH:26]=3)[C:22]([NH:24][NH2:25])=[O:23])=[O:16])[CH2:11][CH2:10]2)=[CH:5][CH:4]=1)#[N:2].C(=O)(O)[O-].[Na+].[N:38]#[C:39]Br, predict the reaction product. The product is: [NH2:38][C:39]1[O:23][C:22]([C:21]2[C:20]([CH:27]3[CH2:30][CH2:29][CH2:28]3)=[CH:19][C:18]([CH2:31][CH3:32])=[C:17]([CH:26]=2)[C:15]([N:12]2[CH2:11][CH2:10][CH:9]([C:6]3[CH:5]=[CH:4][C:3]([C:1]#[N:2])=[CH:8][CH:7]=3)[CH2:14][CH2:13]2)=[O:16])=[N:24][N:25]=1. (2) Given the reactants [CH3:1][O:2][C:3]1[CH:4]=[C:5]([C:9]2[C:17]3[C:12](=[CH:13][CH:14]=[CH:15][CH:16]=3)[NH:11][N:10]=2)[CH:6]=[CH:7][CH:8]=1.Br[CH2:19][C:20]([O:22][CH3:23])=[O:21].C(=O)([O-])[O-].[K+].[K+], predict the reaction product. The product is: [CH3:1][O:2][C:3]1[CH:4]=[C:5]([C:9]2[C:17]3[C:12](=[CH:13][CH:14]=[CH:15][CH:16]=3)[N:11]([CH2:19][C:20]([O:22][CH3:23])=[O:21])[N:10]=2)[CH:6]=[CH:7][CH:8]=1. (3) Given the reactants [Cl:1][C:2]1[CH:3]=[CH:4][C:5]2[NH:11][C:10](=O)[C@@H:9]([CH2:13][C:14]([O:16][CH2:17][CH3:18])=[O:15])[O:8][C@H:7]([C:19]3[CH:24]=[CH:23][CH:22]=[C:21]([O:25][CH3:26])[C:20]=3[Cl:27])[C:6]=2[CH:28]=1.C(=O)([O-])O.[Na+].P12(SP3(SP(SP(S3)(S1)=S)(=S)S2)=S)=[S:35], predict the reaction product. The product is: [Cl:1][C:2]1[CH:3]=[CH:4][C:5]2[NH:11][C:10](=[S:35])[C@@H:9]([CH2:13][C:14]([O:16][CH2:17][CH3:18])=[O:15])[O:8][C@H:7]([C:19]3[CH:24]=[CH:23][CH:22]=[C:21]([O:25][CH3:26])[C:20]=3[Cl:27])[C:6]=2[CH:28]=1. (4) Given the reactants [CH2:1]([O:8][C:9]([NH:11][C:12]1[CH:17]=[CH:16][C:15]([N:18]([CH2:25][CH:26]=[C:27]([CH3:29])[CH3:28])[CH:19]2[CH2:24][CH2:23][NH:22][CH2:21][CH2:20]2)=[CH:14][CH:13]=1)=[O:10])[C:2]1[CH:7]=[CH:6][CH:5]=[CH:4][CH:3]=1.CCN(C(C)C)C(C)C.[N:39]1([C:46]([NH:48][C@@H:49]([CH2:53][CH:54]([CH3:56])[CH3:55])[C:50](O)=[O:51])=[O:47])[CH2:45][CH2:44][CH2:43][CH2:42][CH2:41][CH2:40]1.CN(C(ON1N=NC2C=CC=CC1=2)=[N+](C)C)C.F[P-](F)(F)(F)(F)F, predict the reaction product. The product is: [CH2:1]([O:8][C:9](=[O:10])[NH:11][C:12]1[CH:17]=[CH:16][C:15]([N:18]([CH:19]2[CH2:24][CH2:23][N:22]([C:50](=[O:51])[C@@H:49]([NH:48][C:46]([N:39]3[CH2:45][CH2:44][CH2:43][CH2:42][CH2:41][CH2:40]3)=[O:47])[CH2:53][CH:54]([CH3:56])[CH3:55])[CH2:21][CH2:20]2)[CH2:25][CH:26]=[C:27]([CH3:29])[CH3:28])=[CH:14][CH:13]=1)[C:2]1[CH:3]=[CH:4][CH:5]=[CH:6][CH:7]=1.